From a dataset of Forward reaction prediction with 1.9M reactions from USPTO patents (1976-2016). Predict the product of the given reaction. (1) Given the reactants C[Mg]Br.[Br:4][C:5]1[CH:6]=[C:7]2[N:15]([CH3:16])[CH:14]=[CH:13][C:8]2=[N:9][C:10]=1[C:11]#[N:12].[BH4-].[Na+].[C:19](O[C:19]([O:21][C:22]([CH3:25])([CH3:24])[CH3:23])=[O:20])([O:21][C:22]([CH3:25])([CH3:24])[CH3:23])=[O:20].[CH2:34](N(C(C)C)C(C)C)C, predict the reaction product. The product is: [Br:4][C:5]1[CH:6]=[C:7]2[N:15]([CH3:16])[CH:14]=[CH:13][C:8]2=[N:9][C:10]=1[CH:11]([NH:12][C:19](=[O:20])[O:21][C:22]([CH3:25])([CH3:24])[CH3:23])[CH3:34]. (2) Given the reactants [C:1]([N:4]1[CH2:9][CH2:8][N:7]2[N:10]=[C:11]([NH:13][C:14]3[C:15](=[O:30])[N:16]([CH3:29])[CH:17]=[C:18](B4OC(C)(C)C(C)(C)O4)[CH:19]=3)[CH:12]=[C:6]2[CH2:5]1)(=[O:3])[CH3:2].[C:31]([O:34][CH2:35][C:36]1[C:37]([N:45]2[CH2:57][CH2:56][N:48]3[C:49]4[CH2:50][CH2:51][CH2:52][CH2:53][C:54]=4[CH:55]=[C:47]3[C:46]2=[O:58])=[N:38][CH:39]=[CH:40][C:41]=1B(O)O)(=[O:33])[CH3:32].C([O-])(=O)C.[Na+].[O-]P([O-])([O-])=O.[K+].[K+].[K+], predict the reaction product. The product is: [C:31]([O:34][CH2:35][C:36]1[C:37]([N:45]2[CH2:57][CH2:56][N:48]3[C:49]4[CH2:50][CH2:51][CH2:52][CH2:53][C:54]=4[CH:55]=[C:47]3[C:46]2=[O:58])=[N:38][CH:39]=[CH:40][C:41]=1[C:18]1[CH:19]=[C:14]([NH:13][C:11]2[CH:12]=[C:6]3[CH2:5][N:4]([C:1](=[O:3])[CH3:2])[CH2:9][CH2:8][N:7]3[N:10]=2)[C:15](=[O:30])[N:16]([CH3:29])[CH:17]=1)(=[O:33])[CH3:32]. (3) The product is: [Cl:16][C:17]1[CH:18]=[C:19]([NH:24][C:25](=[O:27])[CH3:26])[CH:20]=[C:21]([Cl:23])[C:22]=1[CH:8]([C:5]1[CH:6]=[CH:7][C:2]([Cl:1])=[CH:3][CH:4]=1)[C:10]1[CH:15]=[CH:14][N:13]=[CH:12][CH:11]=1. Given the reactants [Cl:1][C:2]1[CH:7]=[CH:6][C:5]([CH:8]([C:10]2[CH:15]=[CH:14][N:13]=[CH:12][CH:11]=2)O)=[CH:4][CH:3]=1.[Cl:16][C:17]1[CH:18]=[C:19]([NH:24][C:25](=[O:27])[CH3:26])[CH:20]=[C:21]([Cl:23])[CH:22]=1.[NH4+].[OH-], predict the reaction product. (4) The product is: [Cl:32][C:28]1[CH:27]=[C:26]2[C:31]([C:22]([O:20][C:8]3[C:9]([C:13]4[CH:18]=[CH:17][C:16]([CH3:19])=[CH:15][N:14]=4)=[N:10][C:11]([CH3:12])=[C:6]([CH3:5])[CH:7]=3)=[CH:23][CH:24]=[N:25]2)=[CH:30][CH:29]=1. Given the reactants CS(C)=O.[CH3:5][C:6]1[CH:7]=[C:8]([OH:20])[C:9]([C:13]2[CH:18]=[CH:17][C:16]([CH3:19])=[CH:15][N:14]=2)=[N:10][C:11]=1[CH3:12].Cl[C:22]1[C:31]2[C:26](=[CH:27][C:28]([Cl:32])=[CH:29][CH:30]=2)[N:25]=[CH:24][CH:23]=1.C(=O)([O-])[O-].[Cs+].[Cs+], predict the reaction product. (5) The product is: [OH:1][CH:2]([C:6]1[CH:11]=[CH:10][C:9]([C:12]2[N:16]=[C:15]([C:17]3[O:21][N:20]=[C:19]([C:22]4[CH:27]=[CH:26][CH:25]=[CH:24][CH:23]=4)[C:18]=3[C:28]([F:29])([F:30])[F:31])[O:14][N:13]=2)=[CH:8][CH:7]=1)[C:3]([NH:33][CH3:32])=[O:5]. Given the reactants [OH:1][CH:2]([C:6]1[CH:11]=[CH:10][C:9]([C:12]2[N:16]=[C:15]([C:17]3[O:21][N:20]=[C:19]([C:22]4[CH:27]=[CH:26][CH:25]=[CH:24][CH:23]=4)[C:18]=3[C:28]([F:31])([F:30])[F:29])[O:14][N:13]=2)=[CH:8][CH:7]=1)[C:3]([OH:5])=O.[CH3:32][N:33]1CCOCC1.Cl.CN.CN(C(ON1N=NC2C=CC=NC1=2)=[N+](C)C)C.F[P-](F)(F)(F)(F)F, predict the reaction product. (6) Given the reactants C(=O)(OC)[O:2][C:3]1[CH:8]=[C:7]([NH:9][C:10]([CH:12]2[O:17][C:16]3[CH:18]=[CH:19][C:20]([O:22][C:23]([F:26])([F:25])[F:24])=[CH:21][C:15]=3[NH:14][CH2:13]2)=[O:11])[C:6]([C:27]#[C:28][CH2:29]O)=[CH:5][C:4]=1[CH:31]1[CH2:35][CH2:34][CH2:33][CH2:32]1.[CH2:39]([N:41](CC)CC)C.CS(Cl)(=O)=O.S([O-])(=O)(=O)C.CN, predict the reaction product. The product is: [CH:31]1([C:4]2[C:3]([OH:2])=[CH:8][C:7]([NH:9][C:10]([CH:12]3[O:17][C:16]4[CH:18]=[CH:19][C:20]([O:22][C:23]([F:26])([F:24])[F:25])=[CH:21][C:15]=4[NH:14][CH2:13]3)=[O:11])=[C:6]([C:27]#[C:28][CH2:29][NH:41][CH3:39])[CH:5]=2)[CH2:35][CH2:34][CH2:33][CH2:32]1. (7) Given the reactants [C:1]([O:5][C:6]([N:8]1[CH2:13][CH2:12][CH:11]([C@@:14]2([CH3:24])[O:23][C:17]3=[CH:18][N:19]=[C:20](Cl)[CH:21]=[C:16]3[CH2:15]2)[CH2:10][CH2:9]1)=[O:7])([CH3:4])([CH3:3])[CH3:2].[CH3:25][S:26]([N:29]1[CH2:34][CH:33]=[C:32](B2OC(C)(C)C(C)(C)O2)[CH2:31][CH2:30]1)(=[O:28])=[O:27], predict the reaction product. The product is: [C:1]([O:5][C:6]([N:8]1[CH2:13][CH2:12][CH:11]([C@:14]2([CH3:24])[O:23][C:17]3=[CH:18][N:19]=[C:20]([C:32]4[CH2:33][CH2:34][N:29]([S:26]([CH3:25])(=[O:28])=[O:27])[CH2:30][CH:31]=4)[CH:21]=[C:16]3[CH2:15]2)[CH2:10][CH2:9]1)=[O:7])([CH3:4])([CH3:3])[CH3:2]. (8) Given the reactants Cl[C:2]1[N:28]=[CH:27][C:5]2[C:6]3[N:10]([CH2:11][CH2:12][O:13][C:4]=2[CH:3]=1)[CH:9]=[C:8]([C:14]1[N:15]([C:19]2[CH:24]=[CH:23][C:22]([F:25])=[CH:21][C:20]=2[F:26])[N:16]=[CH:17][N:18]=1)[N:7]=3.[NH:29]1[CH2:36][CH2:35][CH2:34][C@H:30]1[C:31]([NH2:33])=[O:32].C(N(CC)CC)C.[NH4+].[Cl-], predict the reaction product. The product is: [F:26][C:20]1[CH:21]=[C:22]([F:25])[CH:23]=[CH:24][C:19]=1[N:15]1[C:14]([C:8]2[N:7]=[C:6]3[C:5]4[CH:27]=[N:28][C:2]([N:29]5[CH2:36][CH2:35][CH2:34][C@H:30]5[C:31]([NH2:33])=[O:32])=[CH:3][C:4]=4[O:13][CH2:12][CH2:11][N:10]3[CH:9]=2)=[N:18][CH:17]=[N:16]1. (9) Given the reactants [CH3:1][C:2]1[N:7]=[C:6]([CH2:8][C:9]([O:11]CC)=[O:10])[CH:5]=[CH:4][C:3]=1[N:14]1[CH:18]=[N:17][N:16]=[N:15]1.O.[OH-].[Li+].C(O)C.Cl, predict the reaction product. The product is: [CH3:1][C:2]1[N:7]=[C:6]([CH2:8][C:9]([OH:11])=[O:10])[CH:5]=[CH:4][C:3]=1[N:14]1[CH:18]=[N:17][N:16]=[N:15]1. (10) Given the reactants [CH:1]1([CH2:7][NH:8][C:9](=[O:24])[C:10]2[CH:15]=[CH:14][N:13]=[C:12]([O:16]CC3C=CC=CC=3)[CH:11]=2)[CH2:6][CH2:5][CH2:4][CH2:3][CH2:2]1.[H][H], predict the reaction product. The product is: [CH:1]1([CH2:7][NH:8][C:9](=[O:24])[C:10]2[CH:15]=[CH:14][NH:13][C:12](=[O:16])[CH:11]=2)[CH2:6][CH2:5][CH2:4][CH2:3][CH2:2]1.